From a dataset of Full USPTO retrosynthesis dataset with 1.9M reactions from patents (1976-2016). Predict the reactants needed to synthesize the given product. (1) The reactants are: [CH2:1]([N:8]([CH2:24][C:25]1[CH:30]=[CH:29][CH:28]=[CH:27][CH:26]=1)[C@H:9]1[CH2:13][CH2:12][C@H:11](C(OCC2C=CC=CC=2)=O)[CH2:10]1)[C:2]1[CH:7]=[CH:6][CH:5]=[CH:4][CH:3]=1.[CH3:31][Mg+].[Br-].[NH4+].[Cl-].[CH2:36]1[CH2:40][O:39]CC1. Given the product [CH2:24]([N:8]([CH2:1][C:2]1[CH:3]=[CH:4][CH:5]=[CH:6][CH:7]=1)[C@H:9]1[CH2:13][CH2:12][C@H:11]([C:40]([OH:39])([CH3:36])[CH3:31])[CH2:10]1)[C:25]1[CH:30]=[CH:29][CH:28]=[CH:27][CH:26]=1, predict the reactants needed to synthesize it. (2) The reactants are: Cl[CH2:2][C:3]1[CH:8]=[CH:7][C:6]([C@H:9](C2C=CC(Cl)=CC=2)[N:10]2[CH2:13][C:12](=[C:14]([C:19]3[CH:24]=[C:23]([F:25])[CH:22]=[C:21]([F:26])[CH:20]=3)[S:15]([CH3:18])(=[O:17])=[O:16])[CH2:11]2)=[CH:5][CH:4]=1.[CH2:34]([NH:37][CH2:38][CH2:39][CH3:40])[CH2:35][CH3:36].Cl[CH2:42][Cl:43]. Given the product [Cl:43][C:42]1[CH:7]=[CH:8][CH:3]=[CH:4][C:5]=1[C@:3]1([CH2:2][N:37]([CH2:38][CH2:39][CH3:40])[CH2:34][CH2:35][CH3:36])[CH:8]=[CH:7][C:6]([CH2:9][N:10]2[CH2:13][C:12](=[C:14]([C:19]3[CH:20]=[C:21]([F:26])[CH:22]=[C:23]([F:25])[CH:24]=3)[S:15]([CH3:18])(=[O:16])=[O:17])[CH2:11]2)=[CH:5][CH2:4]1, predict the reactants needed to synthesize it. (3) Given the product [CH3:14][N:2]([CH3:1])[C:3](=[O:4])[CH:5]=[CH:34][C:33]([CH2:38][O:39][CH2:40][CH2:41][CH2:42][CH2:43][CH2:44][CH2:45][CH2:46][CH2:47][CH2:48][CH2:49][CH2:50][CH2:51][CH2:52][CH3:53])([CH2:32][O:31][CH2:17][CH2:18][CH2:19][CH2:20][CH2:21][CH2:22][CH2:23][CH2:24][CH2:25][CH2:26][CH2:27][CH2:28][CH2:29][CH3:30])[CH:36]=[CH:5][C:3]([N:2]([CH3:14])[CH3:1])=[O:4], predict the reactants needed to synthesize it. The reactants are: [CH3:1][N:2]([CH3:14])[C:3]([CH2:5]P(=O)(OCC)OCC)=[O:4].[H-].[Na+].[CH2:17]([O:31][CH2:32][C:33]([CH2:38][O:39][CH2:40][CH2:41][CH2:42][CH2:43][CH2:44][CH2:45][CH2:46][CH2:47][CH2:48][CH2:49][CH2:50][CH2:51][CH2:52][CH3:53])([CH:36]=O)[CH:34]=O)[CH2:18][CH2:19][CH2:20][CH2:21][CH2:22][CH2:23][CH2:24][CH2:25][CH2:26][CH2:27][CH2:28][CH2:29][CH3:30]. (4) Given the product [Cl:1][C:2]1[C:3]([OH:26])=[C:4]([CH2:12][N:13]2[CH2:18][CH2:17][N:16]([C:19]([O:21][C:22]([CH3:23])([CH3:25])[CH3:24])=[O:20])[CH2:15][CH2:14]2)[C:5]2[O:9]/[C:8](=[CH:37]\[C:31]3[C:30]4[C:34](=[CH:35][CH:36]=[C:28]([F:27])[CH:29]=4)[NH:33][N:32]=3)/[C:7](=[O:10])[C:6]=2[CH:11]=1, predict the reactants needed to synthesize it. The reactants are: [Cl:1][C:2]1[C:3]([OH:26])=[C:4]([CH2:12][N:13]2[CH2:18][CH2:17][N:16]([C:19]([O:21][C:22]([CH3:25])([CH3:24])[CH3:23])=[O:20])[CH2:15][CH2:14]2)[C:5]2[O:9][CH2:8][C:7](=[O:10])[C:6]=2[CH:11]=1.[F:27][C:28]1[CH:29]=[C:30]2[C:34](=[CH:35][CH:36]=1)[NH:33][N:32]=[C:31]2[CH:37]=O.N1CCCCC1. (5) Given the product [CH3:37][C@H:24]1[CH2:25][NH:26][CH2:27][C@@H:28]([CH3:29])[N:23]1[C:21]([O:5][CH2:4][C:3]1[CH:6]=[C:7]([O:10][CH2:18][CH2:17][C:11]2[CH:16]=[CH:15][CH:14]=[CH:13][CH:12]=2)[CH:8]=[CH:9][C:2]=1[F:1])=[O:22], predict the reactants needed to synthesize it. The reactants are: [F:1][C:2]1[CH:9]=[CH:8][C:7]([OH:10])=[CH:6][C:3]=1[CH2:4][OH:5].[C:11]1([CH2:17][CH2:18]Br)[CH:16]=[CH:15][CH:14]=[CH:13][CH:12]=1.Cl[C:21]([N:23]1[C@H:28]([CH3:29])[CH2:27][N:26](C(OC(C)(C)C)=O)[CH2:25][C@@H:24]1[CH3:37])=[O:22]. (6) Given the product [F:34][C:2]([F:1])([F:33])[C:3]1[CH:32]=[CH:31][C:6]([C:7]([NH:9][C:10]2[CH:30]=[CH:29][C:13]([CH2:14][C:15]3[N:20]4[CH:21]=[CH:22][N:23]=[C:19]4[C:18]([CH2:24][C:25]([OH:27])=[O:26])=[CH:17][N:16]=3)=[CH:12][CH:11]=2)=[O:8])=[CH:5][CH:4]=1, predict the reactants needed to synthesize it. The reactants are: [F:1][C:2]([F:34])([F:33])[C:3]1[CH:32]=[CH:31][C:6]([C:7]([NH:9][C:10]2[CH:30]=[CH:29][C:13]([CH2:14][C:15]3[N:20]4[CH:21]=[CH:22][N:23]=[C:19]4[C:18]([CH2:24][C:25]([O:27]C)=[O:26])=[CH:17][N:16]=3)=[CH:12][CH:11]=2)=[O:8])=[CH:5][CH:4]=1.[OH-].[Na+]. (7) Given the product [Cl:43][C:24]1[C:25]([NH:27][C:28]2[CH:33]=[CH:32][CH:31]=[CH:30][C:29]=2[S:34]([N:37]2[CH2:41][CH2:40][CH:39]([OH:42])[CH2:38]2)(=[O:35])=[O:36])=[N:26][C:21]([NH:19][C:4]2[CH:5]=[CH:6][C:7]3[CH2:13][CH2:12][CH:11]([NH:14][CH2:15][CH2:16][O:17][CH3:18])[CH2:10][CH2:9][C:8]=3[C:3]=2[O:2][CH3:1])=[N:22][CH:23]=1, predict the reactants needed to synthesize it. The reactants are: [CH3:1][O:2][C:3]1[C:8]2[CH2:9][CH2:10][CH:11]([NH:14][CH2:15][CH2:16][O:17][CH3:18])[CH2:12][CH2:13][C:7]=2[CH:6]=[CH:5][C:4]=1[NH2:19].Cl[C:21]1[N:26]=[C:25]([NH:27][C:28]2[CH:33]=[CH:32][CH:31]=[CH:30][C:29]=2[S:34]([N:37]2[CH2:41][CH2:40][CH:39]([OH:42])[CH2:38]2)(=[O:36])=[O:35])[C:24]([Cl:43])=[CH:23][N:22]=1. (8) Given the product [CH3:30][C:31]1[C:32]([CH2:37][O:38][C:39]2[CH:40]=[C:41]([C:24]3[NH:28][N:27]=[C:26]([OH:29])[CH:25]=3)[CH:45]=[C:46]([O:48][C:49]3[CH:50]=[CH:51][C:52]([S:55]([CH3:58])(=[O:56])=[O:57])=[CH:53][CH:54]=3)[CH:47]=2)=[N:33][CH:34]=[CH:35][CH:36]=1, predict the reactants needed to synthesize it. The reactants are: COC[C@@H](OC1C=C([C:24]2[NH:28][N:27]=[C:26]([OH:29])[CH:25]=2)C=C(OC2C=CC(S(C)(=O)=O)=CC=2)C=1)C.[CH3:30][C:31]1[C:32]([CH2:37][O:38][C:39]2[CH:40]=[C:41]([CH:45]=[C:46]([O:48][C:49]3[CH:54]=[CH:53][C:52]([S:55]([CH3:58])(=[O:57])=[O:56])=[CH:51][CH:50]=3)[CH:47]=2)C(O)=O)=[N:33][CH:34]=[CH:35][CH:36]=1. (9) Given the product [O:2]=[C:3]1[CH:7]2[C:8]3[C:13]([CH:4]1[CH2:5][CH2:6]2)=[CH:12][CH:11]=[CH:10][C:9]=3[NH:14][C:15]([C:17]1[C:18]([CH:23]([F:25])[F:24])=[N:19][N:20]([CH3:22])[CH:21]=1)=[O:16], predict the reactants needed to synthesize it. The reactants are: C[O:2][C:3]1(OC)[CH:7]2[C:8]3[C:13]([CH:4]1[CH2:5][CH2:6]2)=[CH:12][CH:11]=[CH:10][C:9]=3[NH:14][C:15]([C:17]1[C:18]([CH:23]([F:25])[F:24])=[N:19][N:20]([CH3:22])[CH:21]=1)=[O:16].Cl.O.